This data is from Full USPTO retrosynthesis dataset with 1.9M reactions from patents (1976-2016). The task is: Predict the reactants needed to synthesize the given product. (1) The reactants are: C1(P(C2C=CC=CC=2)C2C=CC=CC=2)C=CC=CC=1.[C:20]1(=[O:30])[C:28]2[C:23](=[CH:24][CH:25]=[CH:26][CH:27]=2)[C:22](=[O:29])[NH:21]1.[CH3:31][C:32]1([CH3:39])[CH2:37][CH2:36][CH:35](O)[CH:34]=[CH:33]1.N(C(OC(C)C)=O)=NC(OC(C)C)=O. Given the product [CH3:31][C:32]1([CH3:39])[CH2:37][CH2:36][CH:35]([N:21]2[C:22](=[O:29])[C:23]3[C:28](=[CH:27][CH:26]=[CH:25][CH:24]=3)[C:20]2=[O:30])[CH:34]=[CH:33]1, predict the reactants needed to synthesize it. (2) The reactants are: [S:1]1[CH:5]=[CH:4][C:3]([CH2:6][C:7]2[O:11][N:10]=[C:9]([C:12]([O:14]CC)=O)[N:8]=2)=[CH:2]1.Cl.[Cl:18][C:19]1[CH:20]=[C:21]2[C:25](=[CH:26][CH:27]=1)[NH:24][CH:23]=[C:22]2[CH2:28][CH2:29][NH2:30].CN(C(ON1N=NC2C=CC=NC1=2)=[N+](C)C)C.F[P-](F)(F)(F)(F)F.C(N(CC)C(C)C)(C)C. Given the product [Cl:18][C:19]1[CH:20]=[C:21]2[C:25](=[CH:26][CH:27]=1)[NH:24][CH:23]=[C:22]2[CH2:28][CH2:29][NH:30][C:12]([C:9]1[N:8]=[C:7]([CH2:6][C:3]2[CH:4]=[CH:5][S:1][CH:2]=2)[O:11][N:10]=1)=[O:14], predict the reactants needed to synthesize it. (3) Given the product [N:1]([C:2]1[CH:3]=[C:4]([C:8]2[C:22]([C:23]3[CH:28]=[CH:27][N:26]=[C:25]([NH:29][CH:30]4[CH2:31][CH2:32][CH2:33][CH2:34]4)[N:24]=3)=[C:11]3[CH:12]=[CH:13][CH:14]=[C:15]([NH:16][CH:17]4[CH2:21][CH2:20][CH2:19][CH2:18]4)[N:10]3[N:9]=2)[CH:5]=[CH:6][CH:7]=1)=[N+:39]=[N-:40], predict the reactants needed to synthesize it. The reactants are: [NH2:1][C:2]1[CH:3]=[C:4]([C:8]2[C:22]([C:23]3[CH:28]=[CH:27][N:26]=[C:25]([NH:29][CH:30]4[CH2:34][CH2:33][CH2:32][CH2:31]4)[N:24]=3)=[C:11]3[CH:12]=[CH:13][CH:14]=[C:15]([NH:16][CH:17]4[CH2:21][CH2:20][CH2:19][CH2:18]4)[N:10]3[N:9]=2)[CH:5]=[CH:6][CH:7]=1.N([O-])=O.[Na+].[N-:39]=[N+:40]=[N-].[Na+].C(=O)(O)[O-].[Na+]. (4) Given the product [C:2]([C:4]1[CH:9]=[CH:8][C:7]([N:10]([C:20]([C:22]2[CH:27]=[CH:26][N:25]3[N:28]=[CH:29][C:30]([C:31]4[CH:36]=[CH:35][C:34]([C:37]([NH:38][CH3:39])=[O:40])=[N:33][CH:32]=4)=[C:24]3[CH:23]=2)=[O:21])[NH:11][CH3:12])=[CH:6][CH:5]=1)#[N:3], predict the reactants needed to synthesize it. The reactants are: Cl.[C:2]([C:4]1[CH:9]=[CH:8][C:7]([N:10]([C:20]([C:22]2[CH:27]=[CH:26][N:25]3[N:28]=[CH:29][C:30]([C:31]4[CH:32]=[N:33][C:34]([C:37](=[O:40])[NH:38][CH3:39])=[CH:35][CH:36]=4)=[C:24]3[CH:23]=2)=[O:21])[N:11](C)[C:12](OC(C)(C)C)=O)=[CH:6][CH:5]=1)#[N:3].